Dataset: Forward reaction prediction with 1.9M reactions from USPTO patents (1976-2016). Task: Predict the product of the given reaction. (1) Given the reactants Br[C:2]1[CH:7]=[CH:6][C:5]([C:8]2([CH:11]=[O:12])[CH2:10][CH2:9]2)=[CH:4][CH:3]=1.[B:13]1([B:13]2[O:17][C:16]([CH3:19])([CH3:18])[C:15]([CH3:21])([CH3:20])[O:14]2)[O:17][C:16]([CH3:19])([CH3:18])[C:15]([CH3:21])([CH3:20])[O:14]1.C(Cl)Cl.C([O-])(=O)C.[K+], predict the reaction product. The product is: [CH3:20][C:15]1([CH3:21])[C:16]([CH3:19])([CH3:18])[O:17][B:13]([C:2]2[CH:7]=[CH:6][C:5]([C:8]3([CH:11]=[O:12])[CH2:10][CH2:9]3)=[CH:4][CH:3]=2)[O:14]1. (2) Given the reactants [F:1][C:2]1[CH:3]=[N:4][CH:5]=[C:6]([CH:11]=1)[C:7](Cl)=[N:8][OH:9].[C:12]([C:14]1[CH:15]=[C:16]([F:22])[C:17]([F:21])=[C:18]([F:20])[CH:19]=1)#[CH:13].N, predict the reaction product. The product is: [F:1][C:2]1[CH:11]=[C:6]([C:7]2[CH:13]=[C:12]([C:14]3[CH:15]=[C:16]([F:22])[C:17]([F:21])=[C:18]([F:20])[CH:19]=3)[O:9][N:8]=2)[CH:5]=[N:4][CH:3]=1. (3) The product is: [C:1]([CH:3]1[CH2:8][CH:7]2[CH2:9][CH:4]1[CH2:5][CH:6]2[CH:12]=[O:13])#[N:2]. Given the reactants [C:1]([CH:3]1[CH2:8][CH:7]2[CH2:9][CH:4]1[CH:5](C=O)[CH2:6]2)#[N:2].[CH3:12][OH:13], predict the reaction product.